This data is from Catalyst prediction with 721,799 reactions and 888 catalyst types from USPTO. The task is: Predict which catalyst facilitates the given reaction. (1) Reactant: [ClH:1].Cl.[NH:3]1[CH2:6][CH:5]([C:7]2[C:8]([O:28][CH3:29])=[C:9]([CH:15]([N:17]3[C:21]4=[N:22][CH:23]=[N:24][C:25]([NH2:26])=[C:20]4[C:19]([CH3:27])=[N:18]3)[CH3:16])[CH:10]=[C:11](Cl)[C:12]=2[F:13])[CH2:4]1.[CH3:30][C:31]([CH3:33])=O.C(N(CC)CC)C.C(O[BH-](OC(=O)C)OC(=O)C)(=O)C.[Na+]. Product: [Cl:1][C:7]1([CH:5]2[CH2:6][N:3]([CH:31]([CH3:33])[CH3:30])[CH2:4]2)[C:12]([F:13])=[CH:11][CH:10]=[C:9]([CH:15]([N:17]2[C:21]3=[N:22][CH:23]=[N:24][C:25]([NH2:26])=[C:20]3[C:19]([CH3:27])=[N:18]2)[CH3:16])[CH:8]1[O:28][CH3:29]. The catalyst class is: 2. (2) Reactant: [F:1][C:2]1[CH:3]=[C:4]([CH:8]=[CH:9][C:10]=1[F:11])[C:5](Cl)=[O:6].Cl.Cl.[CH3:14][C:15]1[N:16]=[C:17]([C:20]2[N:24]=[C:23]([C@H:25]3[CH2:30][CH2:29][CH2:28][NH:27][CH2:26]3)[O:22][N:21]=2)[NH:18][CH:19]=1.C(N(CC)CC)C. Product: [F:1][C:2]1[CH:3]=[C:4]([C:5]([N:27]2[CH2:28][CH2:29][CH2:30][C@H:25]([C:23]3[O:22][N:21]=[C:20]([C:17]4[NH:18][CH:19]=[C:15]([CH3:14])[N:16]=4)[N:24]=3)[CH2:26]2)=[O:6])[CH:8]=[CH:9][C:10]=1[F:11]. The catalyst class is: 4. (3) Reactant: [NH2:1][C:2]1[C:3]2[C:10]([C:11]([C:13]3[CH:14]=[C:15]([NH:19][C:20]([NH:22][C:23]4[CH:28]=[C:27]([Cl:29])[CH:26]=[C:25]([Cl:30])[CH:24]=4)=[O:21])[CH:16]=[CH:17][CH:18]=3)=[O:12])=[CH:9][N:8]([CH:31]3[CH2:36][CH2:35][NH:34][CH2:33][CH2:32]3)[C:4]=2[N:5]=[CH:6][N:7]=1.[CH:37](=O)[CH3:38].C(O[BH-](OC(=O)C)OC(=O)C)(=O)C.[Na+]. Product: [NH2:1][C:2]1[C:3]2[C:10]([C:11]([C:13]3[CH:14]=[C:15]([NH:19][C:20]([NH:22][C:23]4[CH:28]=[C:27]([Cl:29])[CH:26]=[C:25]([Cl:30])[CH:24]=4)=[O:21])[CH:16]=[CH:17][CH:18]=3)=[O:12])=[CH:9][N:8]([CH:31]3[CH2:32][CH2:33][N:34]([CH2:37][CH3:38])[CH2:35][CH2:36]3)[C:4]=2[N:5]=[CH:6][N:7]=1. The catalyst class is: 198. (4) Reactant: [NH2:1][C:2]1[CH:11]=[CH:10][C:9]2[C:4](=[CH:5][CH:6]=[CH:7][CH:8]=2)[N:3]=1.N1C=CC=CC=1.Cl[C:19]([O:21][CH2:22][C:23]([Cl:26])([Cl:25])[Cl:24])=[O:20].O. Product: [N:3]1[C:4]2[C:9](=[CH:8][CH:7]=[CH:6][CH:5]=2)[CH:10]=[CH:11][C:2]=1[NH:1][C:19](=[O:20])[O:21][CH2:22][C:23]([Cl:26])([Cl:25])[Cl:24]. The catalyst class is: 7. (5) Product: [CH2:1]([O:8][C:9]([NH:11][CH2:12][C:13]([Cl:24])=[O:15])=[O:10])[C:2]1[CH:7]=[CH:6][CH:5]=[CH:4][CH:3]=1. Reactant: [CH2:1]([O:8][C:9]([NH:11][CH2:12][C:13]([OH:15])=O)=[O:10])[C:2]1[CH:7]=[CH:6][CH:5]=[CH:4][CH:3]=1.CN(C)C=O.C(Cl)(=O)C([Cl:24])=O. The catalyst class is: 7. (6) Reactant: [OH-].[Na+:2].[Cl:3][C:4]1[CH:5]=[CH:6][C:7]([NH:14][C:15]([C:17]2[CH:22]=[CH:21][CH:20]=[C:19]([C:23]3[CH:28]=[CH:27][N:26]=[CH:25][CH:24]=3)[CH:18]=2)=[O:16])=[C:8]([CH:13]=1)[C:9]([O:11]C)=[O:10]. Product: [Cl:3][C:4]1[CH:5]=[CH:6][C:7]([NH:14][C:15]([C:17]2[CH:22]=[CH:21][CH:20]=[C:19]([C:23]3[CH:28]=[CH:27][N:26]=[CH:25][CH:24]=3)[CH:18]=2)=[O:16])=[C:8]([CH:13]=1)[C:9]([O-:11])=[O:10].[Na+:2]. The catalyst class is: 1.